Task: Predict the reactants needed to synthesize the given product.. Dataset: Full USPTO retrosynthesis dataset with 1.9M reactions from patents (1976-2016) (1) Given the product [Br:1][C:2]1[CH:3]=[CH:4][C:5]([O:12][CH3:13])=[C:6]([S:8]([NH:23][O:22][CH3:21])(=[O:10])=[O:9])[CH:7]=1, predict the reactants needed to synthesize it. The reactants are: [Br:1][C:2]1[CH:3]=[CH:4][C:5]([O:12][CH3:13])=[C:6]([S:8](Cl)(=[O:10])=[O:9])[CH:7]=1.CCN(CC)CC.[CH3:21][O:22][NH2:23]. (2) Given the product [Cl:1][C:2]1[C:10]([O:11][CH3:12])=[CH:9][CH:8]=[CH:7][C:3]=1[C:4]([NH:19][CH2:18][CH:17]([C:20]1[CH:21]=[N:22][C:23]([C:26]([F:29])([F:28])[F:27])=[N:24][CH:25]=1)[CH2:16][CH:13]1[CH2:15][CH2:14]1)=[O:6], predict the reactants needed to synthesize it. The reactants are: [Cl:1][C:2]1[C:10]([O:11][CH3:12])=[CH:9][CH:8]=[CH:7][C:3]=1[C:4]([OH:6])=O.[CH:13]1([CH2:16][CH:17]([C:20]2[CH:21]=[N:22][C:23]([C:26]([F:29])([F:28])[F:27])=[N:24][CH:25]=2)[CH2:18][NH2:19])[CH2:15][CH2:14]1.